This data is from Reaction yield outcomes from USPTO patents with 853,638 reactions. The task is: Predict the reaction yield, written as a fraction of the theoretical maximum amount of product (1.0 means a 100% yield; for example, 0.34 means a 34% yield). (1) The reactants are [NH2:1][C:2]1[C:11]2[N:12]=[C:13]([CH2:38][O:39][CH2:40][CH3:41])[N:14]([CH2:15][CH2:16][CH2:17][N:18]([CH2:23][C:24]3[CH:25]=[C:26]([CH:35]=[CH:36][CH:37]=3)[O:27][CH2:28][C:29]([O:31][CH:32]([CH3:34])[CH3:33])=[O:30])[C:19](=[O:22])[CH2:20]Cl)[C:10]=2[C:9]2[CH:8]=[CH:7][CH:6]=[CH:5][C:4]=2[N:3]=1.[NH:42]([CH2:45][CH3:46])[CH2:43][CH3:44].N. The catalyst is CC#N. The yield is 0.840. The product is [NH2:1][C:2]1[C:11]2[N:12]=[C:13]([CH2:38][O:39][CH2:40][CH3:41])[N:14]([CH2:15][CH2:16][CH2:17][N:18]([CH2:23][C:24]3[CH:25]=[C:26]([CH:35]=[CH:36][CH:37]=3)[O:27][CH2:28][C:29]([O:31][CH:32]([CH3:34])[CH3:33])=[O:30])[C:19](=[O:22])[CH2:20][N:42]([CH2:45][CH3:46])[CH2:43][CH3:44])[C:10]=2[C:9]2[CH:8]=[CH:7][CH:6]=[CH:5][C:4]=2[N:3]=1. (2) The catalyst is CN(C)C=O. The product is [CH3:10][C:11]1[NH:12][C:2]([CH:3]=[O:6])=[C:14]([CH3:16])[CH:15]=1. The reactants are Cl[CH:2](Cl)[CH3:3].P(Cl)(Cl)(Cl)=[O:6].[CH3:10][C:11]1[NH:12]C=[C:14]([CH3:16])[CH:15]=1. The yield is 0.900. (3) The reactants are [F:1][C:2]1[CH:7]=[C:6]([F:8])[CH:5]=[CH:4][C:3]=1[C:9]1[C:17]2[C:12](=[CH:13][C:14]([O:18][CH2:19][CH2:20][CH:21]3[CH2:26][CH2:25][N:24]([S:27]([CH3:30])(=[O:29])=[O:28])[CH2:23][CH2:22]3)=[CH:15][CH:16]=2)[C:11](=[O:31])[C:10]=1C1C=CC(C)=CC=1.O1CCN(CCOC2C=C3C(C(C4C=CC=CC=4)=C(Br)C3=O)=CC=2)CC1.[CH3:65][O:66][C:67]1[N:72]=[CH:71][C:70](B(O)O)=[CH:69][CH:68]=1. No catalyst specified. The product is [F:1][C:2]1[CH:7]=[C:6]([F:8])[CH:5]=[CH:4][C:3]=1[C:9]1[C:17]2[C:12](=[CH:13][C:14]([O:18][CH2:19][CH2:20][CH:21]3[CH2:22][CH2:23][N:24]([S:27]([CH3:30])(=[O:29])=[O:28])[CH2:25][CH2:26]3)=[CH:15][CH:16]=2)[C:11](=[O:31])[C:10]=1[C:70]1[CH:71]=[N:72][C:67]([O:66][CH3:65])=[CH:68][CH:69]=1. The yield is 0.680. (4) The reactants are [NH2:1][C:2]1[CH:30]=[CH:29][C:5]([O:6][C:7]2[CH:12]=[CH:11][N:10]=[C:9]3[CH:13]=[C:14]([C:16]4[CH:21]=[CH:20][C:19]([C:22]([N:24]5[CH2:28][CH2:27][CH2:26][CH2:25]5)=[O:23])=[CH:18][CH:17]=4)[S:15][C:8]=23)=[C:4]([F:31])[CH:3]=1.ClC(Cl)(O[C:36](=[O:42])OC(Cl)(Cl)Cl)Cl.[CH:44]1([NH2:47])[CH2:46][CH2:45]1. The catalyst is C(Cl)Cl. The product is [CH:44]1([NH:47][C:36]([NH:1][C:2]2[CH:30]=[CH:29][C:5]([O:6][C:7]3[CH:12]=[CH:11][N:10]=[C:9]4[CH:13]=[C:14]([C:16]5[CH:17]=[CH:18][C:19]([C:22]([N:24]6[CH2:28][CH2:27][CH2:26][CH2:25]6)=[O:23])=[CH:20][CH:21]=5)[S:15][C:8]=34)=[C:4]([F:31])[CH:3]=2)=[O:42])[CH2:46][CH2:45]1. The yield is 0.220. (5) The reactants are [C:1]([N:4]1[C:8]2([CH2:13][CH2:12][O:11][CH2:10][CH2:9]2)[CH2:7][CH2:6][CH:5]1[C:14]([O:16]CC)=[O:15])(=[O:3])[CH3:2].O.[OH-].[Li+].Cl. The catalyst is C1COCC1.O.CO. The product is [C:1]([N:4]1[C:8]2([CH2:13][CH2:12][O:11][CH2:10][CH2:9]2)[CH2:7][CH2:6][CH:5]1[C:14]([OH:16])=[O:15])(=[O:3])[CH3:2]. The yield is 0.950.